Dataset: Forward reaction prediction with 1.9M reactions from USPTO patents (1976-2016). Task: Predict the product of the given reaction. (1) Given the reactants [Cl:1][C:2]1[C:3]([C:12]2[C:17]([CH3:18])=[CH:16][CH:15]=[CH:14][N:13]=2)=[N:4][C:5](S(C)(=O)=O)=[N:6][CH:7]=1.ClC1C(C2C(C)=CC=CN=2)=NC(S(C)=O)=NC=1.[CH3:36][S:37]([CH2:40][CH:41]1[CH2:46][CH2:45][NH:44][CH2:43][CH2:42]1)(=[O:39])=[O:38].[F-].[Cs+], predict the reaction product. The product is: [Cl:1][C:2]1[C:3]([C:12]2[C:17]([CH3:18])=[CH:16][CH:15]=[CH:14][N:13]=2)=[N:4][C:5]([N:44]2[CH2:45][CH2:46][CH:41]([CH2:40][S:37]([CH3:36])(=[O:39])=[O:38])[CH2:42][CH2:43]2)=[N:6][CH:7]=1. (2) Given the reactants [N+:1]([C:4]1[CH:5]=[C:6]([CH:9]=[CH:10][CH:11]=1)[CH2:7]Br)([O-:3])=[O:2].[CH3:12][NH:13][CH3:14], predict the reaction product. The product is: [CH3:12][N:13]([CH3:14])[CH2:7][C:6]1[CH:9]=[CH:10][CH:11]=[C:4]([N+:1]([O-:3])=[O:2])[CH:5]=1. (3) Given the reactants C(O[C:4](=[O:20])[C:5](=[CH:11][NH:12][C:13]1[CH:18]=[CH:17][CH:16]=[C:15]([CH3:19])[N:14]=1)[C:6]([O:8][CH2:9][CH3:10])=[O:7])C.C1(OC2C=CC=CC=2)C=CC=CC=1, predict the reaction product. The product is: [CH2:9]([O:8][C:6]([C:5]1[C:4](=[O:20])[C:18]2[C:13](=[N:14][C:15]([CH3:19])=[CH:16][CH:17]=2)[NH:12][CH:11]=1)=[O:7])[CH3:10]. (4) Given the reactants [OH:1][C:2]([CH3:35])([CH3:34])[CH2:3][C@@:4]1([C:28]2[CH:33]=[CH:32][CH:31]=[CH:30][CH:29]=2)[O:9][C:8](=[O:10])[N:7]([C@H:11]([C:13]2[CH:18]=[CH:17][C:16](B3OC(C)(C)C(C)(C)O3)=[CH:15][CH:14]=2)[CH3:12])[CH2:6][CH2:5]1.Br[C:37]1[CH:38]=[CH:39][CH2:40][N:41]([CH:43]([CH3:45])[CH3:44])[CH:42]=1.C([O-])([O-])=[O:47].[Cs+].[Cs+], predict the reaction product. The product is: [OH:1][C:2]([CH3:35])([CH3:34])[CH2:3][C@@:4]1([C:28]2[CH:33]=[CH:32][CH:31]=[CH:30][CH:29]=2)[O:9][C:8](=[O:10])[N:7]([C@H:11]([C:13]2[CH:14]=[CH:15][C:16]([C:37]3[CH:38]=[CH:39][C:40](=[O:47])[N:41]([CH:43]([CH3:45])[CH3:44])[CH:42]=3)=[CH:17][CH:18]=2)[CH3:12])[CH2:6][CH2:5]1. (5) Given the reactants [NH2:1][C@H:2]1[CH2:7][CH2:6][N:5]([C:8]2[S:12][C:11]([C:13]([O:15][CH3:16])=[O:14])=[C:10]([CH3:17])[CH:9]=2)[CH2:4][C@H:3]1[O:18][CH3:19].[Cl:20][C:21]1[N:22]=[C:23]([C:28](O)=[O:29])[NH:24][C:25]=1[CH2:26][CH3:27].CCN=C=NCCCN(C)C.Cl.ON1C2C=CC=CC=2N=N1.CN1CCOCC1, predict the reaction product. The product is: [Cl:20][C:21]1[N:22]=[C:23]([C:28]([NH:1][C@H:2]2[CH2:7][CH2:6][N:5]([C:8]3[S:12][C:11]([C:13]([O:15][CH3:16])=[O:14])=[C:10]([CH3:17])[CH:9]=3)[CH2:4][C@H:3]2[O:18][CH3:19])=[O:29])[NH:24][C:25]=1[CH2:26][CH3:27]. (6) Given the reactants Br[C:2]1[CH:7]=[CH:6][C:5]([C@@H:8]2[C@H:13]([NH:14][S:15]([CH:18]([CH3:20])[CH3:19])(=[O:17])=[O:16])[CH2:12][CH2:11][C:10](=[O:21])[NH:9]2)=[CH:4][CH:3]=1.[C:22]1(B(O)O)[CH:27]=[CH:26][CH:25]=[CH:24][CH:23]=1.C1(P(C2CCCCC2)C2C=CC=CC=2C2C(C(C)C)=CC(C(C)C)=CC=2C(C)C)CCCCC1.[F-].[K+], predict the reaction product. The product is: [C:2]1([C:22]2[CH:27]=[CH:26][CH:25]=[CH:24][CH:23]=2)[CH:7]=[CH:6][C:5]([C@@H:8]2[C@H:13]([NH:14][S:15]([CH:18]([CH3:20])[CH3:19])(=[O:17])=[O:16])[CH2:12][CH2:11][C:10](=[O:21])[NH:9]2)=[CH:4][CH:3]=1.